Task: Predict the reactants needed to synthesize the given product.. Dataset: Full USPTO retrosynthesis dataset with 1.9M reactions from patents (1976-2016) (1) Given the product [NH2:8][C@@H:9]([CH3:39])[CH2:10][NH:11][CH2:12][CH2:13][NH:14][C@H:15]1[CH2:20][CH2:19][C@H:18]([CH2:21][C:22]([NH:24][C@H:25]2[CH2:30][C:29]3[CH:31]=[CH:32][CH:33]=[C:34]([C:35]([OH:37])=[O:36])[C:28]=3[O:27][B:26]2[OH:38])=[O:23])[CH2:17][CH2:16]1, predict the reactants needed to synthesize it. The reactants are: C(OC([NH:8][C@@H:9]([CH3:39])[CH2:10][NH:11][CH2:12][CH2:13][NH:14][C@H:15]1[CH2:20][CH2:19][C@H:18]([CH2:21][C:22]([NH:24][C@H:25]2[CH2:30][C:29]3[CH:31]=[CH:32][CH:33]=[C:34]([C:35]([OH:37])=[O:36])[C:28]=3[O:27][B:26]2[OH:38])=[O:23])[CH2:17][CH2:16]1)=O)(C)(C)C.Cl. (2) The reactants are: [Cl:1][C:2]1[CH:7]=[CH:6][C:5]([C:8]2([C:12]([N:14]3[CH2:19][CH2:18][CH2:17][CH:16]([CH2:20][OH:21])[CH2:15]3)=[O:13])[CH2:11][CH2:10][CH2:9]2)=[CH:4][CH:3]=1.C(N(CC)CC)C.[CH3:29][S:30](Cl)(=[O:32])=[O:31]. Given the product [Cl:1][C:2]1[CH:3]=[CH:4][C:5]([C:8]2([C:12]([N:14]3[CH2:19][CH2:18][CH2:17][CH:16]([CH2:20][O:21][S:30]([CH3:29])(=[O:32])=[O:31])[CH2:15]3)=[O:13])[CH2:11][CH2:10][CH2:9]2)=[CH:6][CH:7]=1, predict the reactants needed to synthesize it. (3) Given the product [CH2:1]([N:8]1[CH2:12][CH:11]([CH3:13])[C:10]([CH2:44][C:45]([O:47][C:48]([CH3:51])([CH3:50])[CH3:49])=[O:46])([C:14]([O:16][CH2:17][C:18]2[CH:23]=[CH:22][CH:21]=[CH:20][CH:19]=2)=[O:15])[CH2:9]1)[C:2]1[CH:3]=[CH:4][CH:5]=[CH:6][CH:7]=1, predict the reactants needed to synthesize it. The reactants are: [CH2:1]([N:8]1[CH2:12][CH:11]([CH3:13])[CH:10]([C:14]([O:16][CH2:17][C:18]2[CH:23]=[CH:22][CH:21]=[CH:20][CH:19]=2)=[O:15])[CH2:9]1)[C:2]1[CH:7]=[CH:6][CH:5]=[CH:4][CH:3]=1.C([N-]C(C)C)(C)C.[Li+].CCCCCC.O1CCCC1.Br[CH2:44][C:45]([O:47][C:48]([CH3:51])([CH3:50])[CH3:49])=[O:46].[Cl-].[NH4+]. (4) Given the product [F:17][C:18]1[CH:23]=[C:22]([F:24])[CH:21]=[CH:20][C:19]=1[N:1]1[C:5]2[CH:6]=[CH:7][CH:8]=[CH:9][C:4]=2[N:3]=[CH:2]1, predict the reactants needed to synthesize it. The reactants are: [N:1]1[C:5]2[CH:6]=[CH:7][CH:8]=[CH:9][C:4]=2[NH:3][CH:2]=1.C(=O)([O-])[O-].[Cs+].[Cs+].[Al].[F:17][C:18]1[CH:23]=[C:22]([F:24])[CH:21]=[CH:20][C:19]=1I. (5) Given the product [NH2:29][C:26]1[CH:27]=[CH:28][C:23]([N:12]2[CH2:13][CH2:14][CH:10]([N:2]([CH3:1])[C:3](=[O:9])[O:4][C:5]([CH3:8])([CH3:6])[CH3:7])[CH2:11]2)=[N:24][CH:25]=1, predict the reactants needed to synthesize it. The reactants are: [CH3:1][N:2]([CH:10]1[CH2:14][CH2:13][NH:12][CH2:11]1)[C:3](=[O:9])[O:4][C:5]([CH3:8])([CH3:7])[CH3:6].C(N(CC)CC)C.Cl[C:23]1[CH:28]=[CH:27][C:26]([N+:29]([O-])=O)=[CH:25][N:24]=1.